Dataset: Full USPTO retrosynthesis dataset with 1.9M reactions from patents (1976-2016). Task: Predict the reactants needed to synthesize the given product. (1) Given the product [CH:22]([C:8]1[N:9]=[C:10]([C:12]2[CH:13]=[CH:14][C:15]([C:18]([F:20])([F:21])[F:19])=[CH:16][CH:17]=2)[O:11][C:7]=1[CH:5]([CH3:6])[CH2:4][OH:3])([CH3:23])[CH3:24], predict the reactants needed to synthesize it. The reactants are: C([O:3][C:4](=O)[CH:5]([C:7]1[O:11][C:10]([C:12]2[CH:17]=[CH:16][C:15]([C:18]([F:21])([F:20])[F:19])=[CH:14][CH:13]=2)=[N:9][C:8]=1[CH:22]([CH3:24])[CH3:23])[CH3:6])C.[CH:22]([C:8]1[N:9]=[C:10]([C:12]2[CH:17]=[CH:16][C:15]([C:18]([F:21])([F:20])[F:19])=[CH:14][CH:13]=2)[O:11][C:7]=1[CH:5]([CH3:6])[CH2:4][OH:3])([CH3:24])[CH3:23].O1CCCC1.[H-].[Al+3].[Li+].[H-].[H-].[H-].Cl. (2) Given the product [OH:13][C:14]1[CH:15]=[CH:16][C:17]([C:33]([C:34]2[CH:24]=[CH:23][C:22]([OH:26])=[CH:2][CH:1]=2)([CH3:35])[CH3:36])=[CH:18][CH:19]=1, predict the reactants needed to synthesize it. The reactants are: [CH2:1]=[CH:2]C1C=CC=CC=1.C([O:13][CH2:14][CH:15](CC)[CH2:16][CH2:17][CH2:18][CH3:19])(=O)C=C.[C:22]([OH:26])(=O)[CH:23]=[CH2:24].[C:33](OO[C:33]([CH3:36])([CH3:35])[CH3:34])([CH3:36])([CH3:35])[CH3:34].